Task: Predict the reaction yield, written as a fraction of the theoretical maximum amount of product (1.0 means a 100% yield; for example, 0.34 means a 34% yield).. Dataset: Reaction yield outcomes from USPTO patents with 853,638 reactions The reactants are [NH2:1][C:2]1[C:11]2[C:6](=[C:7](Br)[CH:8]=[CH:9][CH:10]=2)[N:5]=[N:4][C:3]=1[C:13]([NH:15][CH2:16][CH2:17][CH3:18])=[O:14].[CH3:19][O:20][C:21]1[N:26]=[CH:25][C:24](B(O)O)=[CH:23][N:22]=1. No catalyst specified. The product is [NH2:1][C:2]1[C:11]2[C:6](=[C:7]([C:24]3[CH:23]=[N:22][C:21]([O:20][CH3:19])=[N:26][CH:25]=3)[CH:8]=[CH:9][CH:10]=2)[N:5]=[N:4][C:3]=1[C:13]([NH:15][CH2:16][CH2:17][CH3:18])=[O:14]. The yield is 0.770.